Dataset: Full USPTO retrosynthesis dataset with 1.9M reactions from patents (1976-2016). Task: Predict the reactants needed to synthesize the given product. (1) Given the product [F:27][C:22]1[CH:23]=[CH:24][CH:25]=[CH:26][C:21]=1[CH2:20][N:13]1[C:14]2=[N:15][CH:16]=[CH:17][CH:18]=[C:19]2[C:11]([C:10]2[NH:6][C:7](=[O:33])[N:8]([CH2:28][C:29]([F:32])([F:31])[F:30])[N:9]=2)=[N:12]1, predict the reactants needed to synthesize it. The reactants are: COC1C=C(OC)C=CC=1C[N:6]1[C:10]([C:11]2[C:19]3[C:14](=[N:15][CH:16]=[CH:17][CH:18]=3)[N:13]([CH2:20][C:21]3[CH:26]=[CH:25][CH:24]=[CH:23][C:22]=3[F:27])[N:12]=2)=[N:9][N:8]([CH2:28][C:29]([F:32])([F:31])[F:30])[C:7]1=[O:33].S(=O)(=O)(O)O.C(=O)([O-])[O-].[Na+].[Na+]. (2) Given the product [C:1]([O:5][C:6]([N:8]([C:27]([O:29][C:30]([CH3:33])([CH3:32])[CH3:31])=[O:26])[C@H:9]1[C@H:14]([OH:15])[CH2:13][CH2:12][N:11]([C:16]([O:18][CH2:19][C:20]2[CH:25]=[CH:24][CH:23]=[CH:22][CH:21]=2)=[O:17])[CH2:10]1)=[O:7])([CH3:4])([CH3:2])[CH3:3], predict the reactants needed to synthesize it. The reactants are: [C:1]([O:5][C:6]([NH:8][C@H:9]1[C@H:14]([OH:15])[CH2:13][CH2:12][N:11]([C:16]([O:18][CH2:19][C:20]2[CH:25]=[CH:24][CH:23]=[CH:22][CH:21]=2)=[O:17])[CH2:10]1)=[O:7])([CH3:4])([CH3:3])[CH3:2].[O:26](C(OC(C)(C)C)=O)[C:27]([O:29][C:30]([CH3:33])([CH3:32])[CH3:31])=O.C(N(CC)CC)C. (3) Given the product [NH:8]1[CH:12]=[C:11]([CH2:13][CH2:14][C:15]([OH:17])=[O:16])[N:10]=[N:9]1, predict the reactants needed to synthesize it. The reactants are: C([N:8]1[CH:12]=[C:11]([CH2:13][CH2:14][C:15]([OH:17])=[O:16])[N:10]=[N:9]1)C1C=CC=CC=1.C. (4) Given the product [OH:1][CH:2]([CH2:3][N:4]1[C:12]2[CH2:11][CH2:10][N:9]([S:13]([CH3:16])(=[O:14])=[O:15])[CH2:8][C:7]=2[C:6]([C:17]2[CH:18]=[CH:19][C:20]([C:28]([F:29])([F:31])[F:30])=[C:21]([S:23][CH2:24][C:25](=[O:26])[N:55]3[CH2:50][CH2:49][CH2:54][CH2:53]3)[CH:22]=2)=[N:5]1)[CH2:32][N:33]1[CH2:34][CH2:35][CH:36]([N:39]2[CH2:43][CH2:42][CH2:41][C:40]2=[O:44])[CH2:37][CH2:38]1, predict the reactants needed to synthesize it. The reactants are: [OH:1][CH:2]([CH2:32][N:33]1[CH2:38][CH2:37][CH:36]([N:39]2[CH2:43][CH2:42][CH2:41][C:40]2=[O:44])[CH2:35][CH2:34]1)[CH2:3][N:4]1[C:12]2[CH2:11][CH2:10][N:9]([S:13]([CH3:16])(=[O:15])=[O:14])[CH2:8][C:7]=2[C:6]([C:17]2[CH:18]=[CH:19][C:20]([C:28]([F:31])([F:30])[F:29])=[C:21]([S:23][CH2:24][C:25](O)=[O:26])[CH:22]=2)=[N:5]1.C(Cl)CCl.[CH:49]1[CH:50]=CC2N(O)N=[N:55][C:53]=2[CH:54]=1.N1CCCC1.